The task is: Regression. Given a peptide amino acid sequence and an MHC pseudo amino acid sequence, predict their binding affinity value. This is MHC class II binding data.. This data is from Peptide-MHC class II binding affinity with 134,281 pairs from IEDB. (1) The peptide sequence is SSGPNELGRFKHT. The MHC is DRB1_0401 with pseudo-sequence DRB1_0401. The binding affinity (normalized) is 0. (2) The peptide sequence is LGAVYRYKKLKEMSA. The MHC is HLA-DPA10201-DPB11401 with pseudo-sequence HLA-DPA10201-DPB11401. The binding affinity (normalized) is 0.177. (3) The peptide sequence is ANQFNKAISQIQESL. The MHC is DRB1_0701 with pseudo-sequence DRB1_0701. The binding affinity (normalized) is 0.531. (4) The peptide sequence is DVGVYRAVTPLGPPAAE. The MHC is HLA-DQA10301-DQB10302 with pseudo-sequence HLA-DQA10301-DQB10302. The binding affinity (normalized) is 0. (5) The binding affinity (normalized) is 0.167. The MHC is DRB1_0901 with pseudo-sequence DRB1_0901. The peptide sequence is HPQDGDALTLRTATN.